Dataset: Reaction yield outcomes from USPTO patents with 853,638 reactions. Task: Predict the reaction yield, written as a fraction of the theoretical maximum amount of product (1.0 means a 100% yield; for example, 0.34 means a 34% yield). (1) The reactants are [NH2:1][C:2]1[CH:17]=[CH:16][C:5]2[CH2:6][CH2:7][CH2:8][C:9](=[O:15])[N:10]([CH2:11][CH2:12][O:13][CH3:14])[C:4]=2[CH:3]=1.Cl[C:19]1[N:24]=[C:23]([NH:25][C:26]2[C:35]([F:36])=[CH:34][CH:33]=[CH:32][C:27]=2[C:28]([NH:30][CH3:31])=[O:29])[C:22]([Cl:37])=[CH:21][N:20]=1.C12(CS(O)(=O)=O)C(C)(C)C(CC1)CC2=O. The catalyst is C(O)(C)C. The product is [Cl:37][C:22]1[C:23]([NH:25][C:26]2[C:35]([F:36])=[CH:34][CH:33]=[CH:32][C:27]=2[C:28]([NH:30][CH3:31])=[O:29])=[N:24][C:19]([NH:1][C:2]2[CH:17]=[CH:16][C:5]3[CH2:6][CH2:7][CH2:8][C:9](=[O:15])[N:10]([CH2:11][CH2:12][O:13][CH3:14])[C:4]=3[CH:3]=2)=[N:20][CH:21]=1. The yield is 0.610. (2) The reactants are O[CH:2]=[C:3]1[C:11]2[C:6](=[CH:7][C:8]([C:12]([C:14]3[CH:15]=[C:16]([NH:20][C:21]([C:23]4[N:24]([CH2:29][CH3:30])[N:25]=[C:26]([CH3:28])[CH:27]=4)=[O:22])[CH:17]=[CH:18][CH:19]=3)=[O:13])=[CH:9][CH:10]=2)[NH:5][C:4]1=[O:31].[NH2:32][C:33]1[CH:38]=[CH:37][C:36]([N:39]2[CH2:44][CH2:43][O:42][CH2:41][CH2:40]2)=[CH:35][CH:34]=1. The catalyst is C1COCC1. The product is [N:39]1([C:36]2[CH:35]=[CH:34][C:33]([NH:32][CH:2]=[C:3]3[C:11]4[C:6](=[CH:7][C:8]([C:12]([C:14]5[CH:15]=[C:16]([NH:20][C:21]([C:23]6[N:24]([CH2:29][CH3:30])[N:25]=[C:26]([CH3:28])[CH:27]=6)=[O:22])[CH:17]=[CH:18][CH:19]=5)=[O:13])=[CH:9][CH:10]=4)[NH:5][C:4]3=[O:31])=[CH:38][CH:37]=2)[CH2:44][CH2:43][O:42][CH2:41][CH2:40]1. The yield is 0.180. (3) The reactants are [CH3:1][S:2]([C:5]1[CH:10]=[CH:9][C:8]([O:11][CH:12]2[CH2:17][CH2:16][N:15](C(OC(C)(C)C)=O)[CH2:14][CH2:13]2)=[CH:7][CH:6]=1)(=[O:4])=[O:3].[ClH:25]. The catalyst is O1CCOCC1. The product is [ClH:25].[CH3:1][S:2]([C:5]1[CH:10]=[CH:9][C:8]([O:11][CH:12]2[CH2:17][CH2:16][NH:15][CH2:14][CH2:13]2)=[CH:7][CH:6]=1)(=[O:4])=[O:3]. The yield is 0.980. (4) The reactants are [CH:1](=[C:8]([C:12](=[O:14])[CH3:13])[C:9](=[O:11])[CH3:10])[C:2]1[CH:7]=[CH:6][CH:5]=[CH:4][CH:3]=1. The catalyst is [Pd].C(OCC)(=O)C. The product is [CH2:1]([CH:8]([C:9](=[O:11])[CH3:10])[C:12](=[O:14])[CH3:13])[C:2]1[CH:7]=[CH:6][CH:5]=[CH:4][CH:3]=1. The yield is 0.990. (5) The reactants are [OH:1][C:2]1[CH:7]=[CH:6][C:5]([C:8](=[C:25]2[CH2:30][CH2:29][O:28][CH2:27][CH2:26]2)[C:9]2[CH:14]=[CH:13][C:12](/[CH:15]=[C:16](\[CH3:24])/[C:17]([O:19]C(C)(C)C)=[O:18])=[CH:11][CH:10]=2)=[CH:4][CH:3]=1. The catalyst is C(Cl)Cl.C(O)(C(F)(F)F)=O. The product is [OH:1][C:2]1[CH:3]=[CH:4][C:5]([C:8](=[C:25]2[CH2:26][CH2:27][O:28][CH2:29][CH2:30]2)[C:9]2[CH:14]=[CH:13][C:12](/[CH:15]=[C:16](\[CH3:24])/[C:17]([OH:19])=[O:18])=[CH:11][CH:10]=2)=[CH:6][CH:7]=1. The yield is 0.470.